This data is from Choline transporter screen with 302,306 compounds. The task is: Binary Classification. Given a drug SMILES string, predict its activity (active/inactive) in a high-throughput screening assay against a specified biological target. (1) The compound is O(c1cc(CNC(=O)COc2c(nccc2)[N+]([O-])=O)ccc1OC)C. The result is 0 (inactive). (2) The molecule is O=c1n2c(nc(N3CCN(CC3)CC)c1/C=C(\C(=O)NC)C#N)c(ccc2)C. The result is 0 (inactive). (3) The molecule is o1c2c(c(c1C(=O)Nc1c(OC)cc(OC)cc1)C)cc(c(c2)C)C. The result is 0 (inactive). (4) The compound is [O-][N+](=O)C12C(C([N+]([O-])=O)(CN(C2)C(=O)C)CN(C1)C(=O)C)(C)C. The result is 0 (inactive). (5) The compound is S(c1n(c2ccc(cc2)C)c(nn1)C)CC(OC)=O. The result is 0 (inactive). (6) The result is 0 (inactive). The molecule is s1c(NC(=O)Cc2c(OC)cccc2)nnc1SCC. (7) The drug is O=C(N1CCN(CC1)Cc1ccc(cc1)CC)Cc1ccccc1. The result is 0 (inactive). (8) The compound is Clc1c(NC(=O)C(OC(=O)/C=C\c2c(n(nc2C)c2ccccc2)C)C)ncc(Cl)c1. The result is 0 (inactive). (9) The molecule is O=C1C(c2c3c(ccc2)cccc3)(CC(OC)=O)C(=O)c2c1cccc2. The result is 0 (inactive). (10) The compound is Fc1c(COC(=O)CNC(=O)c2ccc(NC(=O)C)cc2)cccc1. The result is 0 (inactive).